From a dataset of Reaction yield outcomes from USPTO patents with 853,638 reactions. Predict the reaction yield, written as a fraction of the theoretical maximum amount of product (1.0 means a 100% yield; for example, 0.34 means a 34% yield). (1) The reactants are [CH:1]1([O:6][C:7]2[CH:8]=[C:9]([NH2:13])[CH:10]=[CH:11][CH:12]=2)[CH2:5][CH2:4][CH2:3][CH2:2]1.[N:14]1[CH:19]=[CH:18][CH:17]=[N:16][C:15]=1C=O.[C:22](O)(=O)C.C(O[BH-](OC(=O)C)OC(=O)C)(=O)C.[Na+]. The catalyst is ClC(Cl)C. The product is [CH:1]1([O:6][C:7]2[CH:8]=[C:9]([NH:13][CH2:22][C:18]3[CH:19]=[N:14][CH:15]=[N:16][CH:17]=3)[CH:10]=[CH:11][CH:12]=2)[CH2:5][CH2:4][CH2:3][CH2:2]1. The yield is 0.830. (2) The reactants are [NH2:1][C:2]1[CH:3]=[C:4]2[C:8](=[CH:9][CH:10]=1)[NH:7][C:6](=[O:11])[CH2:5]2.[CH3:12][O:13][C:14]([C:16]1[CH:24]=[CH:23][C:19]([C:20](Cl)=[O:21])=[CH:18][CH:17]=1)=[O:15]. The catalyst is N1C=CC=CC=1. The product is [CH3:12][O:13][C:14]([C:16]1[CH:24]=[CH:23][C:19]([C:20]([NH:1][C:2]2[CH:3]=[C:4]3[C:8](=[CH:9][CH:10]=2)[NH:7][C:6](=[O:11])[CH2:5]3)=[O:21])=[CH:18][CH:17]=1)=[O:15]. The yield is 0.810. (3) The reactants are C1(C)C=CC(S(O[C@@H:11]([CH2:13]/[CH:14]=[CH:15]/[C:16]2[CH:17]=[N:18][CH:19]=[C:20]([O:22][CH:23]([CH3:25])[CH3:24])[CH:21]=2)[CH3:12])(=O)=O)=CC=1.[CH3:27][NH2:28]. The catalyst is C(O)C. The product is [CH3:27][NH:28][C@H:11]([CH2:13]/[CH:14]=[CH:15]/[C:16]1[CH:17]=[N:18][CH:19]=[C:20]([O:22][CH:23]([CH3:25])[CH3:24])[CH:21]=1)[CH3:12]. The yield is 0.310. (4) The reactants are [CH3:1][N:2]([CH:10]1[CH2:15][CH2:14][CH2:13][CH:12]([C:16]2[C:24]3[C:19](=[CH:20][CH:21]=[C:22]([N+:25]([O-])=O)[CH:23]=3)[NH:18][CH:17]=2)[CH2:11]1)[C:3](=[O:9])[O:4][C:5]([CH3:8])([CH3:7])[CH3:6].O.NN. The catalyst is CO.O.[Ni]. The product is [C:5]([O:4][C:3](=[O:9])[N:2]([CH:10]1[CH2:15][CH2:14][CH2:13][CH:12]([C:16]2[C:24]3[C:19](=[CH:20][CH:21]=[C:22]([NH2:25])[CH:23]=3)[NH:18][CH:17]=2)[CH2:11]1)[CH3:1])([CH3:8])([CH3:6])[CH3:7]. The yield is 0.970. (5) The reactants are [CH3:1][N:2]([CH2:7][C:8]1[CH:13]=[CH:12][CH:11]=[C:10]([O:14][C:15]([F:18])([F:17])[F:16])[C:9]=1[O:19][CH2:20][CH2:21][CH3:22])[C:3](=[O:6])[CH:4]=[CH2:5].C(N(C(C)C)CC)(C)C.Br[C:33]1[CH:46]=[N:45][C:36]2[NH:37][C:38](=[O:44])[C:39]([CH3:43])([CH3:42])[NH:40][CH2:41][C:35]=2[CH:34]=1.CC1C=CC=CC=1P(C1C=CC=CC=1C)C1C=CC=CC=1C. The catalyst is C(#N)CC.CN(C=O)C.CC([O-])=O.CC([O-])=O.[Pd+2]. The product is [CH3:42][C:39]1([CH3:43])[C:38](=[O:44])[NH:37][C:36]2[N:45]=[CH:46][C:33](/[CH:5]=[CH:4]/[C:3]([N:2]([CH3:1])[CH2:7][C:8]3[CH:13]=[CH:12][CH:11]=[C:10]([O:14][C:15]([F:18])([F:16])[F:17])[C:9]=3[O:19][CH2:20][CH2:21][CH3:22])=[O:6])=[CH:34][C:35]=2[CH2:41][NH:40]1. The yield is 0.310. (6) The reactants are C([O:3][C:4](=[O:34])[CH2:5][CH2:6][C:7]1[N:8]([C:24]2[CH:29]=[CH:28][C:27]([C:30](=[O:32])[NH2:31])=[CH:26][C:25]=2[CH3:33])[C:9]([C:12]2[CH:17]=[CH:16][C:15]([C:18]([O:20][CH3:21])=[O:19])=[CH:14][C:13]=2[O:22][CH3:23])=[CH:10][CH:11]=1)C.[OH-].[Na+]. The catalyst is CO. The product is [C:30]([C:27]1[CH:28]=[CH:29][C:24]([N:8]2[C:9]([C:12]3[CH:17]=[CH:16][C:15]([C:18]([O:20][CH3:21])=[O:19])=[CH:14][C:13]=3[O:22][CH3:23])=[CH:10][CH:11]=[C:7]2[CH2:6][CH2:5][C:4]([OH:34])=[O:3])=[C:25]([CH3:33])[CH:26]=1)(=[O:32])[NH2:31]. The yield is 0.650.